Dataset: Reaction yield outcomes from USPTO patents with 853,638 reactions. Task: Predict the reaction yield, written as a fraction of the theoretical maximum amount of product (1.0 means a 100% yield; for example, 0.34 means a 34% yield). (1) The reactants are [Cl:1][C:2]1[CH:11]=[CH:10][C:5]2[N:6]=[C:7]([NH2:9])[S:8][C:4]=2[CH:3]=1.[C:12](N1C=CN=C1)([N:14]1[CH:18]=[CH:17][N:16]=[CH:15]1)=[S:13]. The catalyst is C(#N)C. The product is [Cl:1][C:2]1[CH:11]=[CH:10][C:5]2[N:6]=[C:7]([NH:9][C:12]([N:14]3[CH:18]=[CH:17][N:16]=[CH:15]3)=[S:13])[S:8][C:4]=2[CH:3]=1. The yield is 0.640. (2) The reactants are Br[C:2]1[CH:3]=[C:4]([CH:8]=[CH:9][C:10]=1C)[C:5]([OH:7])=[O:6].CCN([CH:18]([CH3:20])[CH3:19])C(C)C.CN(C(ON1N=NC2C=CC=NC1=2)=[N+](C)C)C.F[P-](F)(F)(F)(F)F.Cl.[NH2:46][C@H:47]([CH2:52][C:53]1[CH:58]=[CH:57][CH:56]=[CH:55][C:54]=1[C:59]([F:62])([F:61])[F:60])[CH2:48][C:49]([OH:51])=[O:50].C([O:67][C:68]([C:70]1[CH:75]=CC=[CH:72][C:71]=1B1OC(C)(C)C(C)(C)O1)=O)(C)(C)C.C([O-])([O-])=O.[K+].[K+].Cl.C(O)(C(F)(F)F)=O. The catalyst is C(Cl)Cl.O.C1C=CC([P]([Pd]([P](C2C=CC=CC=2)(C2C=CC=CC=2)C2C=CC=CC=2)([P](C2C=CC=CC=2)(C2C=CC=CC=2)C2C=CC=CC=2)[P](C2C=CC=CC=2)(C2C=CC=CC=2)C2C=CC=CC=2)(C2C=CC=CC=2)C2C=CC=CC=2)=CC=1.CCOC(C)=O.CCO.C1(C)C=CC=CC=1. The product is [C:49]([CH2:48][C@H:47]([NH:46][C:68]([C:70]1[CH:71]=[CH:72][C:18]([CH3:19])=[C:20]([C:3]2[C:4]([C:5]([OH:7])=[O:6])=[CH:8][CH:9]=[CH:10][CH:2]=2)[CH:75]=1)=[O:67])[CH2:52][C:53]1[CH:58]=[CH:57][CH:56]=[CH:55][C:54]=1[C:59]([F:60])([F:61])[F:62])([OH:51])=[O:50]. The yield is 0.950. (3) The reactants are [CH2:1]([O:3][C:4]1[CH:5]=[C:6]([C:20]2[CH:25]=[CH:24][C:23]([CH2:26][C:27]([NH:29][C:30]3[O:34][N:33]=[C:32]([C:35]([CH3:41])([CH3:40])[C:36]([F:39])([F:38])[F:37])[CH:31]=3)=[O:28])=[C:22]([F:42])[CH:21]=2)[CH:7]=[N:8][C:9]=1[O:10]CC1C=CC(OC)=CC=1)[CH3:2]. The catalyst is C(O)(C(F)(F)F)=O. The product is [CH2:1]([O:3][C:4]1[C:9](=[O:10])[NH:8][CH:7]=[C:6]([C:20]2[CH:25]=[CH:24][C:23]([CH2:26][C:27]([NH:29][C:30]3[O:34][N:33]=[C:32]([C:35]([CH3:41])([CH3:40])[C:36]([F:38])([F:39])[F:37])[CH:31]=3)=[O:28])=[C:22]([F:42])[CH:21]=2)[CH:5]=1)[CH3:2]. The yield is 0.360. (4) The reactants are [H-].[Al+3].[Li+].[H-].[H-].[H-].[CH2:7]([C:9]1[CH:32]=[CH:31][CH:30]=[C:29]([CH3:33])[C:10]=1[CH2:11][NH:12][C:13]1[C:14]2[N:15]([C:24]([CH3:28])=[C:25]([CH3:27])[N:26]=2)[CH:16]=[C:17]([C:19](OCC)=[O:20])[N:18]=1)[CH3:8].[OH-].[Na+].S([O-])([O-])(=O)=O.[Mg+2]. The catalyst is O1CCCC1.O. The product is [CH2:7]([C:9]1[CH:32]=[CH:31][CH:30]=[C:29]([CH3:33])[C:10]=1[CH2:11][NH:12][C:13]1[C:14]2[N:15]([C:24]([CH3:28])=[C:25]([CH3:27])[N:26]=2)[CH:16]=[C:17]([CH2:19][OH:20])[N:18]=1)[CH3:8]. The yield is 0.870.